This data is from Peptide-MHC class II binding affinity with 134,281 pairs from IEDB. The task is: Regression. Given a peptide amino acid sequence and an MHC pseudo amino acid sequence, predict their binding affinity value. This is MHC class II binding data. (1) The peptide sequence is YDKFLANVSTVSTGK. The MHC is DRB1_1001 with pseudo-sequence DRB1_1001. The binding affinity (normalized) is 0.751. (2) The peptide sequence is QELLDIANYLMEQIQ. The MHC is HLA-DQA10501-DQB10301 with pseudo-sequence HLA-DQA10501-DQB10301. The binding affinity (normalized) is 0.186.